From a dataset of Reaction yield outcomes from USPTO patents with 853,638 reactions. Predict the reaction yield, written as a fraction of the theoretical maximum amount of product (1.0 means a 100% yield; for example, 0.34 means a 34% yield). (1) The reactants are [CH3:1][C:2]1[C:10]2[C:5](=[CH:6][CH:7]=[C:8]([CH:11]=O)[CH:9]=2)[NH:4][N:3]=1.[NH:13]1[CH2:18][CH2:17][CH2:16][CH2:15][C:14]1=[CH:19][C:20]#[N:21].[C:29]([O:31][CH2:32][C:33](=O)[CH2:28][C:29]([O:31][CH2:32][CH3:33])=[O:30])(=[O:30])[CH3:28].Cl. The catalyst is C(O)CC. The product is [CH3:1][C:2]1[C:10]2[C:5](=[CH:6][CH:7]=[C:8]([CH:11]3[C:28]4[C:29](=[O:30])[O:31][CH2:32][C:33]=4[N:13]4[C:14]([CH2:15][CH2:16][CH2:17][CH2:18]4)=[C:19]3[C:20]#[N:21])[CH:9]=2)[NH:4][N:3]=1. The yield is 0.0600. (2) The reactants are [Cl:1][CH:2]([CH2:6][C:7]1[CH:12]=[C:11]([N:13]2[C:17](=[O:18])[N:16]([CH:19]([F:21])[F:20])[C:15]([CH3:22])=[N:14]2)[C:10]([F:23])=[CH:9][C:8]=1[Cl:24])[C:3]([OH:5])=[O:4].[CH2:25](O)[CH3:26].S(=O)(=O)(O)O. The catalyst is CC1C=CC=CC=1. The product is [CH3:25][CH2:26][O:4][C:3]([CH:2]([Cl:1])[CH2:6][C:7]1[CH:12]=[C:11]([N:13]2[N:14]=[C:15]([CH3:22])[N:16]([CH:19]([F:20])[F:21])[C:17]2=[O:18])[C:10]([F:23])=[CH:9][C:8]=1[Cl:24])=[O:5]. The yield is 0.920. (3) The product is [CH2:1]([O:8][C:9]1[CH:13]=[C:12]([C:14]([F:17])([F:15])[F:16])[S:11][C:10]=1[CH2:18][C:20]1[CH:25]=[CH:24][C:23]([O:26][CH3:27])=[CH:22][CH:21]=1)[C:2]1[CH:7]=[CH:6][CH:5]=[CH:4][CH:3]=1. The catalyst is ClCCl.FC(F)(F)C(O)=O. The yield is 0.510. The reactants are [CH2:1]([O:8][C:9]1[CH:13]=[C:12]([C:14]([F:17])([F:16])[F:15])[S:11][C:10]=1[C:18]([C:20]1[CH:25]=[CH:24][C:23]([O:26][CH3:27])=[CH:22][CH:21]=1)=O)[C:2]1[CH:7]=[CH:6][CH:5]=[CH:4][CH:3]=1.C([SiH](CC)CC)C.